From a dataset of Choline transporter screen with 302,306 compounds. Binary Classification. Given a drug SMILES string, predict its activity (active/inactive) in a high-throughput screening assay against a specified biological target. (1) The drug is Brc1c(C(=O)NC(C(=O)NCC(N2CCOCC2)(C)C)CCSC)cccc1. The result is 0 (inactive). (2) The molecule is S(c1[nH]c(c(n1)Cc1ccccc1)C)CC(=O)Nc1noc(c1)C. The result is 0 (inactive). (3) The compound is S(c1n(CC2OCCC2)c(nn1)C)CC(=O)Nc1sc(c(n1)C)C. The result is 0 (inactive).